Regression. Given a peptide amino acid sequence and an MHC pseudo amino acid sequence, predict their binding affinity value. This is MHC class I binding data. From a dataset of Peptide-MHC class I binding affinity with 185,985 pairs from IEDB/IMGT. (1) The peptide sequence is ETMPCVKKKA. The MHC is HLA-A02:01 with pseudo-sequence HLA-A02:01. The binding affinity (normalized) is 0. (2) The peptide sequence is LQKGGVIVY. The MHC is HLA-A01:01 with pseudo-sequence HLA-A01:01. The binding affinity (normalized) is 0.0847. (3) The peptide sequence is NPAACSYMV. The MHC is HLA-B15:17 with pseudo-sequence HLA-B15:17. The binding affinity (normalized) is 0.0847. (4) The peptide sequence is NRLKPRDFK. The MHC is HLA-A68:02 with pseudo-sequence HLA-A68:02. The binding affinity (normalized) is 0.0847. (5) The peptide sequence is DETFVHSGF. The MHC is HLA-A69:01 with pseudo-sequence HLA-A69:01. The binding affinity (normalized) is 0.0847. (6) The peptide sequence is VMLLDIDYF. The MHC is HLA-B58:01 with pseudo-sequence HLA-B58:01. The binding affinity (normalized) is 0.429.